Dataset: Forward reaction prediction with 1.9M reactions from USPTO patents (1976-2016). Task: Predict the product of the given reaction. (1) Given the reactants [CH3:1][O:2][C:3]1[CH:4]=[C:5]([S:9](Cl)(=[O:11])=[O:10])[CH:6]=[CH:7][CH:8]=1.C[C:14]1[CH:19]=[CH:18][C:17]([NH:20][C:21]([NH:23][C:24]2[CH:29]=[CH:28][CH:27]=[CH:26][CH:25]=2)=[O:22])=[C:16](N)[CH:15]=1.[N:31]1C=CC=C[CH:32]=1, predict the reaction product. The product is: [CH3:32][N:31]([C:14]1[CH:15]=[CH:16][C:17]([NH:20][C:21]([NH:23][C:24]2[CH:25]=[CH:26][CH:27]=[CH:28][CH:29]=2)=[O:22])=[CH:18][CH:19]=1)[S:9]([C:5]1[CH:6]=[CH:7][CH:8]=[C:3]([O:2][CH3:1])[CH:4]=1)(=[O:11])=[O:10]. (2) Given the reactants CI.[CH3:3][C:4]1([CH3:11])[NH:9][CH2:8][CH2:7][NH:6][C:5]1=[O:10].[C:12](=O)([O-])[O-].[K+].[K+], predict the reaction product. The product is: [CH3:3][C:4]1([CH3:11])[N:9]([CH3:12])[CH2:8][CH2:7][NH:6][C:5]1=[O:10].